From a dataset of Catalyst prediction with 721,799 reactions and 888 catalyst types from USPTO. Predict which catalyst facilitates the given reaction. (1) Reactant: [CH:1](O)([CH3:3])[CH3:2].[C:5]([O:11][CH2:12][N:13]1[C:22](=[O:23])[C:21]2[C:16](=[CH:17][C:18]([O:25][CH2:26][C:27]3[CH:32]=[CH:31][CH:30]=[CH:29][CH:28]=3)=[CH:19][C:20]=2[OH:24])[N:15]=[CH:14]1)(=[O:10])[C:6]([CH3:9])([CH3:8])[CH3:7].C1(P(C2C=CC=CC=2)C2C=CC=CC=2)C=CC=CC=1.CC(OC(/N=N/C(OC(C)(C)C)=O)=O)(C)C. Product: [C:5]([O:11][CH2:12][N:13]1[C:22](=[O:23])[C:21]2[C:16](=[CH:17][C:18]([O:25][CH2:26][C:27]3[CH:32]=[CH:31][CH:30]=[CH:29][CH:28]=3)=[CH:19][C:20]=2[O:24][CH:1]([CH3:3])[CH3:2])[N:15]=[CH:14]1)(=[O:10])[C:6]([CH3:9])([CH3:8])[CH3:7]. The catalyst class is: 4. (2) Reactant: [CH:1]1([CH:4]([C:11]2[CH:16]=[C:15]([CH2:17][O:18][C:19]3[CH:24]=[CH:23][C:22]([C:25]4[CH:30]=[C:29]([O:31][CH3:32])[CH:28]=[CH:27][C:26]=4[F:33])=[C:21]([CH2:34][C:35]([CH3:38])([CH3:37])[CH3:36])[N:20]=3)[N:14]=[CH:13][N:12]=2)[CH2:5][C:6]([O:8]CC)=[O:7])[CH2:3][CH2:2]1.[OH-].[Na+].Cl. Product: [CH:1]1([CH:4]([C:11]2[CH:16]=[C:15]([CH2:17][O:18][C:19]3[CH:24]=[CH:23][C:22]([C:25]4[CH:30]=[C:29]([O:31][CH3:32])[CH:28]=[CH:27][C:26]=4[F:33])=[C:21]([CH2:34][C:35]([CH3:38])([CH3:37])[CH3:36])[N:20]=3)[N:14]=[CH:13][N:12]=2)[CH2:5][C:6]([OH:8])=[O:7])[CH2:2][CH2:3]1. The catalyst class is: 36. (3) Reactant: [NH2:1][C@H:2]([P:6](=[O:9])([OH:8])[OH:7])[CH:3]([CH3:5])[CH3:4].C([O-])(O)=O.[Na+].C([O-])([O-])=O.[Na+].[Na+].[CH2:21]([O:28][C:29](Cl)=[O:30])[C:22]1[CH:27]=[CH:26][CH:25]=[CH:24][CH:23]=1. Product: [CH2:21]([O:28][C:29]([NH:1][C@H:2]([P:6](=[O:8])([OH:7])[OH:9])[CH:3]([CH3:5])[CH3:4])=[O:30])[C:22]1[CH:27]=[CH:26][CH:25]=[CH:24][CH:23]=1. The catalyst class is: 611. (4) Reactant: C1C=CC2N(O)N=[N:7]C=2C=1.CCN=C=NCCCN(C)C.Cl.Cl.[I:24][C:25]1[CH:30]=[CH:29][CH:28]=[CH:27][C:26]=1[C:31]1([C:34]([OH:36])=O)[CH2:33][CH2:32]1.CCN(CC)CC.C(=O)([O-])[O-].[NH4+].[NH4+]. Product: [I:24][C:25]1[CH:30]=[CH:29][CH:28]=[CH:27][C:26]=1[C:31]1([C:34]([NH2:7])=[O:36])[CH2:33][CH2:32]1. The catalyst class is: 198. (5) Reactant: F[C:2]1[CH:7]=[C:6]([F:8])[CH:5]=[C:4]([F:9])[C:3]=1[N+:10]([O-:12])=[O:11].[F:13][C:14]1[CH:20]=[C:19]([I:21])[CH:18]=[CH:17][C:15]=1[NH2:16].C[Si](C)(C)[N-][Si](C)(C)C.[Li+]. Product: [F:9][C:4]1[C:3]([N+:10]([O-:12])=[O:11])=[C:2]([CH:7]=[C:6]([F:8])[CH:5]=1)[NH:16][C:15]1[CH:17]=[CH:18][C:19]([I:21])=[CH:20][C:14]=1[F:13]. The catalyst class is: 1. (6) Reactant: [OH-].[Na+].[Cl:3][C:4]1[CH:5]=[C:6]([C:10]2[O:11][CH:12]=[C:13]([C:15]([O:17]C)=[O:16])[N:14]=2)[CH:7]=[CH:8][CH:9]=1.Cl. Product: [Cl:3][C:4]1[CH:5]=[C:6]([C:10]2[O:11][CH:12]=[C:13]([C:15]([OH:17])=[O:16])[N:14]=2)[CH:7]=[CH:8][CH:9]=1. The catalyst class is: 24.